This data is from NCI-60 drug combinations with 297,098 pairs across 59 cell lines. The task is: Regression. Given two drug SMILES strings and cell line genomic features, predict the synergy score measuring deviation from expected non-interaction effect. (1) Drug 1: CN1C2=C(C=C(C=C2)N(CCCl)CCCl)N=C1CCCC(=O)O.Cl. Drug 2: CCC1(C2=C(COC1=O)C(=O)N3CC4=CC5=C(C=CC(=C5CN(C)C)O)N=C4C3=C2)O.Cl. Cell line: NCI-H322M. Synergy scores: CSS=4.53, Synergy_ZIP=-0.812, Synergy_Bliss=-0.451, Synergy_Loewe=-14.1, Synergy_HSA=-3.82. (2) Drug 1: C1=CC(=CC=C1CCC2=CNC3=C2C(=O)NC(=N3)N)C(=O)NC(CCC(=O)O)C(=O)O. Drug 2: CC1=C(C(=O)C2=C(C1=O)N3CC4C(C3(C2COC(=O)N)OC)N4)N. Cell line: RXF 393. Synergy scores: CSS=21.1, Synergy_ZIP=14.5, Synergy_Bliss=14.4, Synergy_Loewe=7.64, Synergy_HSA=11.8. (3) Drug 1: CC1=CC=C(C=C1)C2=CC(=NN2C3=CC=C(C=C3)S(=O)(=O)N)C(F)(F)F. Drug 2: CCC(=C(C1=CC=CC=C1)C2=CC=C(C=C2)OCCN(C)C)C3=CC=CC=C3.C(C(=O)O)C(CC(=O)O)(C(=O)O)O. Cell line: A549. Synergy scores: CSS=7.20, Synergy_ZIP=-2.61, Synergy_Bliss=-1.16, Synergy_Loewe=-0.554, Synergy_HSA=-0.179. (4) Drug 1: CC1C(C(CC(O1)OC2CC(CC3=C2C(=C4C(=C3O)C(=O)C5=C(C4=O)C(=CC=C5)OC)O)(C(=O)C)O)N)O.Cl. Drug 2: CC1CCC2CC(C(=CC=CC=CC(CC(C(=O)C(C(C(=CC(C(=O)CC(OC(=O)C3CCCCN3C(=O)C(=O)C1(O2)O)C(C)CC4CCC(C(C4)OC)O)C)C)O)OC)C)C)C)OC. Cell line: RXF 393. Synergy scores: CSS=18.8, Synergy_ZIP=-7.97, Synergy_Bliss=-9.10, Synergy_Loewe=-8.45, Synergy_HSA=-4.14.